Dataset: Forward reaction prediction with 1.9M reactions from USPTO patents (1976-2016). Task: Predict the product of the given reaction. (1) Given the reactants [CH3:1][N:2]1[CH2:8][C@@H:7]2[C@H:3]1[CH2:4][N:5]([C:9]1[CH:10]=[C:11]([C:15]3[CH:23]=[C:22]4[C:18]([CH:19]=[CH:20][NH:21]4)=[CH:17][CH:16]=3)[CH:12]=[N:13][CH:14]=1)[CH2:6]2.[CH3:24][C:25]1[CH:26]=[CH:27][C:28]([S:31]([OH:34])(=[O:33])=[O:32])=[CH:29][CH:30]=1.O, predict the reaction product. The product is: [S:31]([C:28]1[CH:29]=[CH:30][C:25]([CH3:24])=[CH:26][CH:27]=1)([OH:34])(=[O:33])=[O:32].[CH3:1][N:2]1[CH2:8][C@@H:7]2[C@H:3]1[CH2:4][N:5]([C:9]1[CH:10]=[C:11]([C:15]3[CH:23]=[C:22]4[C:18]([CH:19]=[CH:20][NH:21]4)=[CH:17][CH:16]=3)[CH:12]=[N:13][CH:14]=1)[CH2:6]2. (2) The product is: [NH2:1][C:4]1[CH:5]=[C:6]([NH:17][C:18]2[C:27]3[C:22](=[CH:23][CH:24]=[CH:25][CH:26]=3)[N:21]=[C:20]([C:28]([O:30][CH2:31][CH3:32])=[O:29])[N:19]=2)[CH:7]=[C:8]([O:10][C:11]2[CH:12]=[CH:13][CH:14]=[CH:15][CH:16]=2)[CH:9]=1. Given the reactants [N+:1]([C:4]1[CH:5]=[C:6]([NH:17][C:18]2[C:27]3[C:22](=[CH:23][CH:24]=[CH:25][CH:26]=3)[N:21]=[C:20]([C:28]([O:30][CH2:31][CH3:32])=[O:29])[N:19]=2)[CH:7]=[C:8]([O:10][C:11]2[CH:16]=[CH:15][CH:14]=[CH:13][CH:12]=2)[CH:9]=1)([O-])=O, predict the reaction product. (3) The product is: [Br:9][C:10]1[N:11]=[C:12]([O:28][CH3:29])[C:13]([NH:16][S:17]([C:20]2[CH:25]=[CH:24][CH:23]=[C:22]([Cl:26])[C:21]=2[Cl:27])(=[O:18])=[O:19])=[N:14][C:15]=1[N+:7]([O-:8])=[O:6]. Given the reactants F[B-](F)(F)F.[O:6]=[N+:7]=[O:8].[Br:9][C:10]1[N:11]=[C:12]([O:28][CH3:29])[C:13]([NH:16][S:17]([C:20]2[CH:25]=[CH:24][CH:23]=[C:22]([Cl:26])[C:21]=2[Cl:27])(=[O:19])=[O:18])=[N:14][CH:15]=1, predict the reaction product.